From a dataset of Forward reaction prediction with 1.9M reactions from USPTO patents (1976-2016). Predict the product of the given reaction. (1) Given the reactants [Cl:1][C:2]1[CH:10]=[CH:9][C:5]([C:6]([OH:8])=[O:7])=[CH:4][CH:3]=1.[C:11]([O:15][C:16](=[O:39])[N:17]([CH2:19][C@H:20]([C:29]1[CH:38]=[CH:37][C:36]2[C:31](=[CH:32][CH:33]=[CH:34][CH:35]=2)[CH:30]=1)[C@H:21](O)[C:22]1[CH:27]=[CH:26][CH:25]=[CH:24][CH:23]=1)[CH3:18])([CH3:14])([CH3:13])[CH3:12].C1(P(C2C=CC=CC=2)C2C=CC=CC=2)C=CC=CC=1.N(C(OC(C)C)=O)=NC(OC(C)C)=O, predict the reaction product. The product is: [Cl:1][C:2]1[CH:10]=[CH:9][C:5]([C:6]([O:8][C@@H:21]([C:22]2[CH:27]=[CH:26][CH:25]=[CH:24][CH:23]=2)[C@@H:20]([C:29]2[CH:38]=[CH:37][C:36]3[C:31](=[CH:32][CH:33]=[CH:34][CH:35]=3)[CH:30]=2)[CH2:19][N:17]([C:16]([O:15][C:11]([CH3:14])([CH3:12])[CH3:13])=[O:39])[CH3:18])=[O:7])=[CH:4][CH:3]=1. (2) Given the reactants [F:1][C:2]([F:7])([F:6])[CH2:3][CH2:4][OH:5].[C:21]1(P([C:21]2[CH:26]=[CH:25][CH:24]=[CH:23][CH:22]=2)[C:21]2[CH:26]=[CH:25][CH:24]=[CH:23][CH:22]=2)[CH:26]=[CH:25][CH:24]=[CH:23][CH:22]=1.N([C:29]([O:31][CH:32](C)C)=[O:30])=N[C:29]([O:31][CH:32](C)C)=[O:30], predict the reaction product. The product is: [F:1][C:2]([F:7])([F:6])[CH2:3][CH2:4][O:5][C:24]1[CH:23]=[CH:22][C:21]([C:29]([O:31][CH3:32])=[O:30])=[CH:26][CH:25]=1.